This data is from Forward reaction prediction with 1.9M reactions from USPTO patents (1976-2016). The task is: Predict the product of the given reaction. (1) Given the reactants Cl[C:2]1[C:7]([C:8]([O:10][CH2:11][CH3:12])=[O:9])=[CH:6][N:5]=[C:4]([Cl:13])[C:3]=1[Cl:14].[F:15][C:16]1[CH:17]=[C:18]([CH:21]=[CH:22][CH:23]=1)[CH2:19][NH2:20].CCN(C(C)C)C(C)C, predict the reaction product. The product is: [Cl:14][C:3]1[C:4]([Cl:13])=[N:5][CH:6]=[C:7]([C:2]=1[NH:20][CH2:19][C:18]1[CH:21]=[CH:22][CH:23]=[C:16]([F:15])[CH:17]=1)[C:8]([O:10][CH2:11][CH3:12])=[O:9]. (2) Given the reactants [CH3:1][O:2][C:3]1[CH:4]=[C:5]2[C:10](=[CH:11][C:12]=1[O:13][CH3:14])[C:9]([CH3:15])=[N:8][C:7]([C:16]1[CH:22]=[CH:21][CH:20]=[CH:19][C:17]=1[NH2:18])=[CH:6]2.CCN(CC)CC.[C:30](Cl)(=[O:32])[CH3:31], predict the reaction product. The product is: [CH3:1][O:2][C:3]1[CH:4]=[C:5]2[C:10](=[CH:11][C:12]=1[O:13][CH3:14])[C:9]([CH3:15])=[N:8][C:7]([C:16]1[CH:22]=[CH:21][CH:20]=[CH:19][C:17]=1[NH:18][C:30](=[O:32])[CH3:31])=[CH:6]2. (3) Given the reactants [Cl:1][C:2]1[CH:3]=[C:4]2[C:8](=[CH:9][CH:10]=1)[N:7]([CH3:11])[C:6]([C:12]([OH:14])=O)=[CH:5]2.C[O:16][C:17](=[O:36])[CH2:18][CH2:19][C:20]1[CH:25]=[CH:24][C:23]([O:26][C:27]2[CH:32]=[CH:31][CH:30]=[C:29]([CH2:33][NH2:34])[CH:28]=2)=[CH:22][C:21]=1[CH3:35], predict the reaction product. The product is: [Cl:1][C:2]1[CH:3]=[C:4]2[C:8](=[CH:9][CH:10]=1)[N:7]([CH3:11])[C:6]([C:12]([NH:34][CH2:33][C:29]1[CH:28]=[C:27]([CH:32]=[CH:31][CH:30]=1)[O:26][C:23]1[CH:24]=[CH:25][C:20]([CH2:19][CH2:18][C:17]([OH:36])=[O:16])=[C:21]([CH3:35])[CH:22]=1)=[O:14])=[CH:5]2. (4) Given the reactants [H-].[Na+].[C:3]([C:5]1[CH:10]=[CH:9][C:8]([CH2:11][CH2:12][NH:13][C:14](=O)OCC2C=CC=CC=2)=[CH:7][CH:6]=1)#[N:4].CI, predict the reaction product. The product is: [CH3:14][NH:13][CH2:12][CH2:11][C:8]1[CH:7]=[CH:6][C:5]([C:3]#[N:4])=[CH:10][CH:9]=1. (5) Given the reactants [C:1]([O:9][CH2:10][C@:11]12[CH2:37][CH2:36][C@@H:35]([C:38]([CH3:40])=[CH2:39])[C@@H:12]1[C@@H:13]1[C@@:26]([CH3:29])([CH2:27][CH2:28]2)[C@@:25]2([CH3:30])[C@@H:16]([C@:17]3([CH3:34])[C@@H:22]([CH2:23][CH2:24]2)[C:21]([CH3:32])([CH3:31])[C@@H:20]([OH:33])[CH2:19][CH2:18]3)[CH2:15][CH2:14]1)(=[O:8])[C:2]1[CH:7]=[CH:6][CH:5]=[CH:4][CH:3]=1.C1C=C[NH+]=CC=1.[O-][Cr](Cl)(=O)=O, predict the reaction product. The product is: [C:1]([O:9][CH2:10][C@:11]12[CH2:37][CH2:36][C@@H:35]([C:38]([CH3:40])=[CH2:39])[C@@H:12]1[C@@H:13]1[C@@:26]([CH3:29])([CH2:27][CH2:28]2)[C@@:25]2([CH3:30])[C@@H:16]([C@:17]3([CH3:34])[C@@H:22]([CH2:23][CH2:24]2)[C:21]([CH3:31])([CH3:32])[C:20](=[O:33])[CH2:19][CH2:18]3)[CH2:15][CH2:14]1)(=[O:8])[C:2]1[CH:3]=[CH:4][CH:5]=[CH:6][CH:7]=1. (6) Given the reactants [NH2:1][C@@H:2]1[CH2:6][CH2:5][N:4](C(OC(C)(C)C)=O)[CH2:3]1.[C:14]([C:18]1[CH:26]=[C:25]2[C:21]([CH:22]=[C:23]([C:27](O)=[O:28])[NH:24]2)=[CH:20][CH:19]=1)([CH3:17])([CH3:16])[CH3:15], predict the reaction product. The product is: [C:14]([C:18]1[CH:26]=[C:25]2[C:21]([CH:22]=[C:23]([C:27]([NH:1][C@@H:2]3[CH2:6][CH2:5][NH:4][CH2:3]3)=[O:28])[NH:24]2)=[CH:20][CH:19]=1)([CH3:17])([CH3:15])[CH3:16]. (7) Given the reactants [Si:1]([O:8][CH2:9][CH2:10][CH:11]1[O:16][CH2:15][CH2:14][N:13]([C:17]2[CH:22]=[CH:21][C:20]([N+:23]([O-])=O)=[CH:19][CH:18]=2)[C:12]1=[O:26])([C:4]([CH3:7])([CH3:6])[CH3:5])([CH3:3])[CH3:2], predict the reaction product. The product is: [NH2:23][C:20]1[CH:21]=[CH:22][C:17]([N:13]2[CH2:14][CH2:15][O:16][CH:11]([CH2:10][CH2:9][O:8][Si:1]([C:4]([CH3:6])([CH3:5])[CH3:7])([CH3:2])[CH3:3])[C:12]2=[O:26])=[CH:18][CH:19]=1.